This data is from Forward reaction prediction with 1.9M reactions from USPTO patents (1976-2016). The task is: Predict the product of the given reaction. (1) Given the reactants P([O-])([O-])([O-])=O.[K+].[K+].[K+].Br[C:10]1[CH:20]=[CH:19][C:13]([C:14]([O:16][CH2:17][CH3:18])=[O:15])=[CH:12][CH:11]=1.[CH3:21][C:22]1[CH:27]=[CH:26][CH:25]=[C:24]([CH3:28])[C:23]=1[OH:29].C(P(C(C)(C)C)C1C=CC=CC=1C1C(C(C)C)=CC(C(C)C)=CC=1C(C)C)(C)(C)C, predict the reaction product. The product is: [CH3:21][C:22]1[CH:27]=[CH:26][CH:25]=[C:24]([CH3:28])[C:23]=1[O:29][C:10]1[CH:20]=[CH:19][C:13]([C:14]([O:16][CH2:17][CH3:18])=[O:15])=[CH:12][CH:11]=1. (2) Given the reactants [CH:1]([NH2:4])([CH3:3])[CH3:2].[I-].[Na+].CS(O[CH2:12][C:13]1[CH:14]=[C:15]([NH:23][C:24]([N:26]2[C:34]3[C:29](=[CH:30][C:31]([O:35][C:36]4[C:37]5[CH2:45][CH2:44][N:43](C(OC(C)(C)C)=O)[CH2:42][C:38]=5[N:39]=[CH:40][N:41]=4)=[CH:32][CH:33]=3)[CH:28]=[CH:27]2)=[O:25])[CH:16]=[C:17]([C:19]([F:22])([F:21])[F:20])[CH:18]=1)(=O)=O, predict the reaction product. The product is: [CH:1]([NH:4][CH2:12][C:13]1[CH:14]=[C:15]([NH:23][C:24]([N:26]2[C:34]3[C:29](=[CH:30][C:31]([O:35][C:36]4[C:37]5[CH2:45][CH2:44][NH:43][CH2:42][C:38]=5[N:39]=[CH:40][N:41]=4)=[CH:32][CH:33]=3)[CH:28]=[CH:27]2)=[O:25])[CH:16]=[C:17]([C:19]([F:22])([F:21])[F:20])[CH:18]=1)([CH3:3])[CH3:2].